The task is: Predict the product of the given reaction.. This data is from Forward reaction prediction with 1.9M reactions from USPTO patents (1976-2016). (1) Given the reactants [N:1]1([CH2:6][C@@H:7]([O:14][C:15]2[CH:24]=[CH:23][C:22]3[C:21](=[O:25])[CH2:20][CH2:19][CH2:18][C:17]=3[C:16]=2[CH2:26][S:27][C:28]2[CH:36]=[CH:35][CH:34]=[CH:33][C:29]=2[C:30](O)=[O:31])[C:8]2[CH:13]=[CH:12][CH:11]=[CH:10][CH:9]=2)[CH:5]=[CH:4][N:3]=[CH:2]1.[CH:37]1([NH2:40])[CH2:39][CH2:38]1, predict the reaction product. The product is: [CH:37]1([NH:40][C:30](=[O:31])[C:29]2[CH:33]=[CH:34][CH:35]=[CH:36][C:28]=2[S:27][CH2:26][C:16]2[C:17]3[CH2:18][CH2:19][CH2:20][C:21](=[O:25])[C:22]=3[CH:23]=[CH:24][C:15]=2[O:14][C@@H:7]([C:8]2[CH:9]=[CH:10][CH:11]=[CH:12][CH:13]=2)[CH2:6][N:1]2[CH:5]=[CH:4][N:3]=[CH:2]2)[CH2:39][CH2:38]1. (2) Given the reactants [NH:1]1[CH2:6][CH2:5][NH:4][CH2:3][CH2:2]1.[Br:7][C:8]1[CH:13]=[CH:12][C:11]([N+:14]([O-:16])=[O:15])=[C:10](F)[CH:9]=1, predict the reaction product. The product is: [Br:7][C:8]1[CH:9]=[CH:10][C:11]([N+:14]([O-:16])=[O:15])=[C:12]([N:1]2[CH2:6][CH2:5][NH:4][CH2:3][CH2:2]2)[CH:13]=1. (3) Given the reactants [CH2:1]=[CH:2][C:3]1[CH:8]=[CH:7][CH:6]=[CH:5][CH:4]=1.[CH3:9][C:10]([CH2:12][C:13]([CH3:16])([CH3:15])[CH3:14])=[CH2:11].[OH:17][CH2:18][CH2:19][CH2:20][O:21][C:22](=[O:25])[CH:23]=[CH2:24].[C:26]([O:31][CH2:32][CH2:33][CH2:34][CH3:35])(=[O:30])[C:27]([CH3:29])=[CH2:28].[C:36]([O:40][CH2:41][CH2:42][CH2:43][CH3:44])(=[O:39])[CH:37]=[CH2:38], predict the reaction product. The product is: [CH3:11][C:10]([CH2:12][C:13]([CH3:16])([CH3:15])[CH3:14])=[CH2:9].[C:22]([O:21][CH2:20][CH2:19][CH2:18][OH:17])(=[O:25])[CH:23]=[CH2:24].[C:26]([O:31][CH2:32][CH2:33][CH2:34][CH3:35])(=[O:30])[C:27]([CH3:29])=[CH2:28].[CH2:1]=[CH:2][C:3]1[CH:8]=[CH:7][CH:6]=[CH:5][CH:4]=1.[C:36]([O:40][CH2:41][CH2:42][CH2:43][CH3:44])(=[O:39])[CH:37]=[CH2:38]. (4) Given the reactants [H-].[Na+].[CH3:3][C:4]1[N:8]([C:9]2[CH:14]=[CH:13][CH:12]=[C:11]([C:15]([F:18])([F:17])[F:16])[CH:10]=2)[C:7](=[O:19])[NH:6][C:5]=1[C:20]1[N:24]([C:25]2[CH:32]=[CH:31][C:28]([C:29]#[N:30])=[CH:27][CH:26]=2)[N:23]=[CH:22][CH:21]=1.[C:33](Cl)(=[O:35])[CH3:34].O, predict the reaction product. The product is: [C:33]([N:6]1[C:5]([C:20]2[N:24]([C:25]3[CH:26]=[CH:27][C:28]([C:29]#[N:30])=[CH:31][CH:32]=3)[N:23]=[CH:22][CH:21]=2)=[C:4]([CH3:3])[N:8]([C:9]2[CH:14]=[CH:13][CH:12]=[C:11]([C:15]([F:18])([F:17])[F:16])[CH:10]=2)[C:7]1=[O:19])(=[O:35])[CH3:34].